This data is from Forward reaction prediction with 1.9M reactions from USPTO patents (1976-2016). The task is: Predict the product of the given reaction. (1) Given the reactants C(O[CH:5]1[CH:9]([N+:10]([O-:12])=[O:11])[CH:8]([CH:13]([CH2:15][CH:16]([CH3:18])[CH3:17])[CH3:14])[S:7][CH2:6]1)(=O)C.S(Cl)(Cl)(=O)=O.O, predict the reaction product. The product is: [CH3:17][CH:16]([CH3:18])[CH2:15][CH:13]([C:8]1[S:7][CH:6]=[CH:5][C:9]=1[N+:10]([O-:12])=[O:11])[CH3:14]. (2) Given the reactants [CH3:1][O:2][C:3]1[CH:4]=[C:5]([CH:9]=[CH:10][C:11]=1[O:12][CH3:13])[C:6]([OH:8])=O.CCN=C=NCCCN(C)C.[CH:25]1([CH2:31][NH2:32])[CH2:30][CH2:29][CH2:28][CH2:27][CH2:26]1.Cl, predict the reaction product. The product is: [CH:25]1([CH2:31][NH:32][C:6](=[O:8])[C:5]2[CH:9]=[CH:10][C:11]([O:12][CH3:13])=[C:3]([O:2][CH3:1])[CH:4]=2)[CH2:30][CH2:29][CH2:28][CH2:27][CH2:26]1. (3) Given the reactants [H-].[Na+].F[C:4]1[C:9]([F:10])=[CH:8][CH:7]=[CH:6][C:5]=1[C:11]([C:13]1[C:18]([OH:19])=[CH:17][C:16]([N:20]2[CH2:25][CH2:24][O:23][CH2:22][CH2:21]2)=[CH:15][C:14]=1[OH:26])=[O:12].CCOC(C)=O, predict the reaction product. The product is: [F:10][C:9]1[CH:8]=[CH:7][CH:6]=[C:5]2[C:4]=1[O:26][C:14]1[CH:15]=[C:16]([N:20]3[CH2:25][CH2:24][O:23][CH2:22][CH2:21]3)[CH:17]=[C:18]([OH:19])[C:13]=1[C:11]2=[O:12]. (4) Given the reactants [CH3:1][N:2]1[CH:10]=[C:9]2[C:4]([CH:5]=[CH:6][CH:7]=[C:8]2[C@@H:11]2[CH2:13][C@H:12]2[CH2:14][NH2:15])=[N:3]1.C(N(CC)CC)C.[C:23](OC(=O)C)(=[O:25])[CH3:24], predict the reaction product. The product is: [CH3:1][N:2]1[CH:10]=[C:9]2[C:4]([CH:5]=[CH:6][CH:7]=[C:8]2[C@@H:11]2[CH2:13][C@H:12]2[CH2:14][NH:15][C:23](=[O:25])[CH3:24])=[N:3]1. (5) Given the reactants FC(F)(F)C(O)=O.[NH2:8][CH:9]1[CH2:13][CH:12]([N:14]2[CH:22]=[N:21][C:20]3[C:15]2=[N:16][C:17]([Cl:24])=[N:18][C:19]=3[Cl:23])[CH:11]([OH:25])[CH:10]1[OH:26].CCN(C(C)C)C(C)C.[C:36](Cl)(=[O:39])[CH2:37][CH3:38], predict the reaction product. The product is: [Cl:24][C:17]1[N:16]=[C:15]2[C:20]([N:21]=[CH:22][N:14]2[C@@H:12]2[CH2:13][C@H:9]([NH:8][C:36](=[O:39])[CH2:37][CH3:38])[C@@H:10]([OH:26])[C@H:11]2[OH:25])=[C:19]([Cl:23])[N:18]=1. (6) Given the reactants [Cl:1][CH2:2][C:3]1[CH:8]=[CH:7][C:6]([S:9][CH:10]2[CH2:13][N:12]([C:14]([C:16]3[O:17][C:18]([C:21]4[CH:26]=[CH:25][CH:24]=[CH:23][CH:22]=4)=[N:19][N:20]=3)=[O:15])[CH2:11]2)=[CH:5][CH:4]=1.[CH3:27][O:28][CH2:29][CH2:30][NH:31][CH3:32], predict the reaction product. The product is: [ClH:1].[CH3:27][O:28][CH2:29][CH2:30][N:31]([CH2:2][C:3]1[CH:8]=[CH:7][C:6]([S:9][CH:10]2[CH2:13][N:12]([C:14]([C:16]3[O:17][C:18]([C:21]4[CH:26]=[CH:25][CH:24]=[CH:23][CH:22]=4)=[N:19][N:20]=3)=[O:15])[CH2:11]2)=[CH:5][CH:4]=1)[CH3:32]. (7) Given the reactants [F:1][C:2]1[CH:7]=[C:6]([F:8])[CH:5]=[CH:4][C:3]=1[C:9]1[S:13]/[C:12](=[N:14]\[C:15]([C:17]23[CH2:26][CH:21]4[CH2:22][CH:23]([CH2:25][CH:19]([CH2:20]4)[CH2:18]2)[CH2:24]3)=[O:16])/[N:11](COCC[Si](C)(C)C)[CH:10]=1, predict the reaction product. The product is: [F:1][C:2]1[CH:7]=[C:6]([F:8])[CH:5]=[CH:4][C:3]=1[C:9]1[S:13][C:12]([NH:14][C:15]([C:17]23[CH2:26][CH:21]4[CH2:20][CH:19]([CH2:25][CH:23]([CH2:22]4)[CH2:24]2)[CH2:18]3)=[O:16])=[N:11][CH:10]=1. (8) Given the reactants [NH2:1][C:2]1[N:7]=[C:6]([N:8]2[CH2:32][CH2:31][C:11]3([CH2:15][N:14](C(OCC4C=CC=CC=4)=O)[C@H:13]([C:26]([O:28][CH2:29][CH3:30])=[O:27])[CH2:12]3)[CH2:10][CH2:9]2)[CH:5]=[C:4]([O:33][C@H:34]([C:39]2[CH:44]=[CH:43][C:42]([C:45]3[CH2:46][CH2:47][N:48]([S:51]([CH3:54])(=[O:53])=[O:52])[CH2:49][CH:50]=3)=[CH:41][C:40]=2[N:55]2[CH:59]=[CH:58][C:57]([CH3:60])=[N:56]2)[C:35]([F:38])([F:37])[F:36])[N:3]=1, predict the reaction product. The product is: [NH2:1][C:2]1[N:7]=[C:6]([N:8]2[CH2:32][CH2:31][C:11]3([CH2:15][NH:14][C@H:13]([C:26]([O:28][CH2:29][CH3:30])=[O:27])[CH2:12]3)[CH2:10][CH2:9]2)[CH:5]=[C:4]([O:33][C@H:34]([C:39]2[CH:44]=[CH:43][C:42]([CH:45]3[CH2:46][CH2:47][N:48]([S:51]([CH3:54])(=[O:53])=[O:52])[CH2:49][CH2:50]3)=[CH:41][C:40]=2[N:55]2[CH:59]=[CH:58][C:57]([CH3:60])=[N:56]2)[C:35]([F:37])([F:38])[F:36])[N:3]=1. (9) Given the reactants [F:1][C:2]([F:48])([F:47])[C:3]1[CH:4]=[C:5]([C@H:13]2[O:17][C:16](=[O:18])[N:15]([CH2:19][C:20]3[CH:25]=[C:24]([O:26][C:27]([F:30])([F:29])[F:28])[CH:23]=[CH:22][C:21]=3[N:31]([CH2:35][C@H:36]3[CH2:41][CH2:40][C@H:39]([CH2:42][C:43](O)=[O:44])[CH2:38][CH2:37]3)[CH2:32][CH2:33][CH3:34])[C@H:14]2[CH3:46])[CH:6]=[C:7]([C:9]([F:12])([F:11])[F:10])[CH:8]=1, predict the reaction product. The product is: [F:48][C:2]([F:1])([F:47])[C:3]1[CH:4]=[C:5]([C@H:13]2[O:17][C:16](=[O:18])[N:15]([CH2:19][C:20]3[CH:25]=[C:24]([O:26][C:27]([F:28])([F:29])[F:30])[CH:23]=[CH:22][C:21]=3[N:31]([CH2:35][C@H:36]3[CH2:37][CH2:38][C@H:39]([CH2:42][CH2:43][OH:44])[CH2:40][CH2:41]3)[CH2:32][CH2:33][CH3:34])[C@H:14]2[CH3:46])[CH:6]=[C:7]([C:9]([F:10])([F:12])[F:11])[CH:8]=1.